This data is from Forward reaction prediction with 1.9M reactions from USPTO patents (1976-2016). The task is: Predict the product of the given reaction. (1) Given the reactants [O:1]=[C:2]1[NH:7][C:6]([CH:8]=O)=[CH:5][CH:4]=[CH:3]1.[CH2:10]([O:12][C:13]([C:15]1[NH:16][CH:17]=[CH:18][C:19]=1[NH2:20])=[O:14])[CH3:11].CC(O)=O.[BH3-]C#N.[Na+], predict the reaction product. The product is: [CH2:10]([O:12][C:13]([C:15]1[NH:16][CH:17]=[CH:18][C:19]=1[NH:20][CH2:8][C:6]1[NH:7][C:2](=[O:1])[CH:3]=[CH:4][CH:5]=1)=[O:14])[CH3:11]. (2) Given the reactants [H-].[Na+].[C:3]([O:7][C:8]([N:10]1[CH2:15][CH2:14][CH:13]([O:16][C:17]2[CH:22]=[CH:21][C:20]([C:23](=[O:31])[CH2:24][C:25]3[CH:30]=[CH:29][CH:28]=[CH:27][N:26]=3)=[CH:19][CH:18]=2)[CH2:12][CH2:11]1)=[O:9])([CH3:6])([CH3:5])[CH3:4].Br[CH2:33][C:34]([O:36][CH2:37][CH3:38])=[O:35], predict the reaction product. The product is: [C:3]([O:7][C:8]([N:10]1[CH2:11][CH2:12][CH:13]([O:16][C:17]2[CH:18]=[CH:19][C:20]([C:23](=[O:31])[CH:24]([C:25]3[CH:30]=[CH:29][CH:28]=[CH:27][N:26]=3)[CH2:33][C:34]([O:36][CH2:37][CH3:38])=[O:35])=[CH:21][CH:22]=2)[CH2:14][CH2:15]1)=[O:9])([CH3:6])([CH3:4])[CH3:5].